From a dataset of Reaction yield outcomes from USPTO patents with 853,638 reactions. Predict the reaction yield, written as a fraction of the theoretical maximum amount of product (1.0 means a 100% yield; for example, 0.34 means a 34% yield). The reactants are [Br:1][C:2]1[CH:19]=[CH:18][C:5]2[CH2:6][CH:7](O)[C:8]3[CH:15]=[C:14]([Cl:16])[CH:13]=[CH:12][C:9]=3[NH:10][CH2:11][C:4]=2[CH:3]=1.Cl. The catalyst is O1CCOCC1.C(OCC)(=O)C. The product is [Br:1][C:2]1[CH:19]=[CH:18][C:5]2[CH:6]=[CH:7][C:8]3[CH:15]=[C:14]([Cl:16])[CH:13]=[CH:12][C:9]=3[NH:10][CH2:11][C:4]=2[CH:3]=1. The yield is 0.870.